The task is: Predict the product of the given reaction.. This data is from Forward reaction prediction with 1.9M reactions from USPTO patents (1976-2016). (1) Given the reactants [CH3:1][CH:2]1[C:11]2[C:6](=[CH:7][CH:8]=[CH:9][CH:10]=2)[NH:5][C:4](=[O:12])[CH2:3]1.[Cl-].[Al+3].[Cl-].[Cl-].[Cl:17][CH2:18][C:19](Cl)=[O:20], predict the reaction product. The product is: [Cl:17][CH2:18][C:19]([C:9]1[CH:10]=[C:11]2[C:6](=[CH:7][CH:8]=1)[NH:5][C:4](=[O:12])[CH2:3][CH:2]2[CH3:1])=[O:20]. (2) Given the reactants S(Cl)([Cl:3])=O.[Cl:5][C:6]1[CH:14]=[CH:13][C:9]([C:10](O)=[O:11])=[CH:8][N:7]=1, predict the reaction product. The product is: [Cl:5][C:6]1[CH:14]=[CH:13][C:9]([C:10]([Cl:3])=[O:11])=[CH:8][N:7]=1. (3) Given the reactants [CH3:1][CH2:2][O:3][C:4](/[C:6](/Cl)=[N:7]\[OH:8])=[O:5].[CH2:10]([O:14][CH:15]1[CH2:20][CH2:19][CH2:18][CH2:17][O:16]1)[CH2:11][C:12]#[CH:13].C(N(CC)CC)C, predict the reaction product. The product is: [O:16]1[CH2:17][CH2:18][CH2:19][CH2:20][CH:15]1[O:14][CH2:10][CH2:11][C:12]1[O:8][N:7]=[C:6]([C:4]([O:3][CH2:2][CH3:1])=[O:5])[CH:13]=1. (4) Given the reactants [CH3:1][C:2]1[C:6]([C:7]2[CH:12]=[C:11]([NH2:13])[C:10]([NH2:14])=[C:9]([I:15])[CH:8]=2)=[C:5]([CH3:16])[O:4][N:3]=1.[C:17](N1C=CN=C1)(N1C=CN=C1)=[O:18].O1CCCC1, predict the reaction product. The product is: [CH3:1][C:2]1[C:6]([C:7]2[CH:8]=[C:9]([I:15])[C:10]3[NH:14][C:17](=[O:18])[NH:13][C:11]=3[CH:12]=2)=[C:5]([CH3:16])[O:4][N:3]=1. (5) Given the reactants [Cl:1][C:2]1[CH:3]=[C:4]([C:10]2[CH:14]=[C:13]([CH2:15][CH2:16][NH:17]C(=O)OC(C)(C)C)[O:12][N:11]=2)[CH:5]=[CH:6][C:7]=1[C:8]#[N:9], predict the reaction product. The product is: [ClH:1].[NH2:17][CH2:16][CH2:15][C:13]1[O:12][N:11]=[C:10]([C:4]2[CH:5]=[CH:6][C:7]([C:8]#[N:9])=[C:2]([Cl:1])[CH:3]=2)[CH:14]=1. (6) Given the reactants [CH:1]([O:4][C:5]([C:7]1[C@@H:8]([C:35]2[CH:40]=[CH:39][CH:38]=[C:37]([N+:41]([O-:43])=[O:42])[CH:36]=2)[C:9]([C:15]([O:17][CH:18]2[CH2:21][N:20]([CH:22]([C:29]3[CH:34]=[CH:33][CH:32]=[CH:31][CH:30]=3)[C:23]3[CH:28]=[CH:27][CH:26]=[CH:25][CH:24]=3)[CH2:19]2)=[O:16])=[C:10]([NH2:14])[NH:11][C:12]=1[CH3:13])=[O:6])([CH3:3])[CH3:2].[S:44](=[O:48])(=[O:47])([OH:46])[OH:45], predict the reaction product. The product is: [OH2:4].[OH2:45].[S:44]([O:46][S:44]([OH:47])(=[O:46])=[O:45])([OH:45])(=[O:48])=[O:47].[CH:1]([O:4][C:5]([C:7]1[C@@H:8]([C:35]2[CH:40]=[CH:39][CH:38]=[C:37]([N+:41]([O-:43])=[O:42])[CH:36]=2)[C:9]([C:15]([O:17][CH:18]2[CH2:19][N:20]([CH:22]([C:29]3[CH:34]=[CH:33][CH:32]=[CH:31][CH:30]=3)[C:23]3[CH:28]=[CH:27][CH:26]=[CH:25][CH:24]=3)[CH2:21]2)=[O:16])=[C:10]([NH2:14])[NH:11][C:12]=1[CH3:13])=[O:6])([CH3:3])[CH3:2]. (7) Given the reactants [N:1]([CH2:4][C:5]([O:7][CH3:8])=[O:6])=[N+:2]=[N-:3].[C:9]([NH:13][CH2:14][C:15]1[CH:23]=[CH:22][C:18]([C:19]([OH:21])=[O:20])=[CH:17][CH:16]=1)(=[O:12])[C:10]#[CH:11].O=C1O[C@H]([C@H](CO)O)C(O)=C1O.C(N(CC(O)=O)CC(O)=O)CN(CC(O)=O)CC(O)=O.[Na][Na], predict the reaction product. The product is: [CH3:8][O:7][C:5](=[O:6])[CH2:4][N:1]1[CH:11]=[C:10]([C:9]([NH:13][CH2:14][C:15]2[CH:16]=[CH:17][C:18]([C:19]([OH:21])=[O:20])=[CH:22][CH:23]=2)=[O:12])[N:3]=[N:2]1. (8) Given the reactants [CH3:1][C:2]([CH3:13])([C:7](=O)[C:8](OC)=[O:9])[C:3]([O:5][CH3:6])=[O:4].[F:14][C:15]1[CH:33]=[CH:32][CH:31]=[CH:30][C:16]=1[CH2:17][N:18]1[C:22]2[CH2:23][CH2:24][CH2:25][C:21]=2[C:20]([C:26](=[NH:29])[NH:27][NH2:28])=[N:19]1, predict the reaction product. The product is: [F:14][C:15]1[CH:33]=[CH:32][CH:31]=[CH:30][C:16]=1[CH2:17][N:18]1[C:22]2[CH2:23][CH2:24][CH2:25][C:21]=2[C:20]([C:26]2[N:27]=[N:28][C:7]([C:2]([CH3:13])([CH3:1])[C:3]([O:5][CH3:6])=[O:4])=[C:8]([OH:9])[N:29]=2)=[N:19]1.